From a dataset of Full USPTO retrosynthesis dataset with 1.9M reactions from patents (1976-2016). Predict the reactants needed to synthesize the given product. (1) Given the product [CH2:1]([O:3][C:4]([C:6]1[N:7]([CH3:16])[C:8]([CH2:14][CH3:15])=[C:9]([C:12]#[N:13])[C:10]=1[C:21]1[CH:22]=[CH:23][C:18]([Br:17])=[CH:19][CH:20]=1)=[O:5])[CH3:2], predict the reactants needed to synthesize it. The reactants are: [CH2:1]([O:3][C:4]([C:6]1[N:7]([CH3:16])[C:8]([CH2:14][CH3:15])=[C:9]([C:12]#[N:13])[C:10]=1I)=[O:5])[CH3:2].[Br:17][C:18]1[CH:23]=[CH:22][C:21](B(O)O)=[CH:20][CH:19]=1.C([O-])([O-])=O.[Na+].[Na+].Cl.C([O-])(O)=O.[Na+]. (2) Given the product [Si:14]([O:21][C@@H:22]1[C@@:39]2([CH3:40])[C:26](=[CH:27][CH:28]=[C:29]3[C@@H:38]2[CH2:37][CH2:36][C@@:34]2([CH3:35])[C@H:30]3[CH2:31][CH2:32][C@@H:33]2[CH2:41][O:42][CH2:43][CH2:44][CH2:45][C:46]([CH2:57][CH3:58])([O:49][Si:50]([CH2:51][CH3:52])([CH2:55][CH3:56])[CH2:53][CH3:54])[CH2:47][CH3:48])[CH2:25][C@@H:24]([O:59][Si:60]([C:63]([CH3:64])([CH3:65])[CH3:66])([CH3:61])[CH3:62])[CH2:23]1)([C:17]([CH3:19])([CH3:18])[CH3:20])([CH3:16])[CH3:15], predict the reactants needed to synthesize it. The reactants are: C1(N2C(=O)N=NC2=O)C=CC=CC=1.[Si:14]([O:21][C@@H:22]1[C@@:39]2([CH3:40])[C:26](=[CH:27][CH:28]=[C:29]3[C@@H:38]2[CH2:37][CH2:36][C@@:34]2([CH3:35])[C@H:30]3[CH2:31][CH2:32][C@@H:33]2[CH2:41][O:42][CH2:43][CH2:44][CH2:45][C:46]([CH2:57][CH3:58])([O:49][Si:50]([CH2:55][CH3:56])([CH2:53][CH3:54])[CH2:51][CH3:52])[CH2:47][CH3:48])[CH2:25][C@@H:24]([O:59][Si:60]([C:63]([CH3:66])([CH3:65])[CH3:64])([CH3:62])[CH3:61])[CH2:23]1)([C:17]([CH3:20])([CH3:19])[CH3:18])([CH3:16])[CH3:15]. (3) The reactants are: [N:1]1[CH:6]=[CH:5][C:4]([CH2:7][C:8]([C:10]2[CH:15]=[CH:14][C:13]([O:16][CH2:17][C:18]3[CH:27]=[CH:26][C:25]4[C:20](=[CH:21][CH:22]=[CH:23][CH:24]=4)[N:19]=3)=[CH:12][CH:11]=2)=[O:9])=[CH:3][CH:2]=1.[Cl:28]C1C=C(C=CC=1OCC1C=CC2C(=CC=CC=2)N=1)C(N(OC)C)=O. Given the product [Cl:28][C:14]1[CH:15]=[C:10]([C:8](=[O:9])[CH2:7][C:4]2[CH:3]=[CH:2][N:1]=[CH:6][CH:5]=2)[CH:11]=[CH:12][C:13]=1[O:16][CH2:17][C:18]1[CH:27]=[CH:26][C:25]2[C:20](=[CH:21][CH:22]=[CH:23][CH:24]=2)[N:19]=1, predict the reactants needed to synthesize it.